From a dataset of Full USPTO retrosynthesis dataset with 1.9M reactions from patents (1976-2016). Predict the reactants needed to synthesize the given product. (1) Given the product [F:1][C:2]1[CH:3]=[CH:4][C:5]([O:27][CH3:28])=[C:6]([C:8]2[CH:13]=[CH:12][N:11]=[C:10]3[NH:14][C:15]([C:17]4[CH2:26][CH2:25][C:20](=[O:21])[CH2:19][CH:18]=4)=[CH:16][C:9]=23)[CH:7]=1, predict the reactants needed to synthesize it. The reactants are: [F:1][C:2]1[CH:3]=[CH:4][C:5]([O:27][CH3:28])=[C:6]([C:8]2[CH:13]=[CH:12][N:11]=[C:10]3[NH:14][C:15]([C:17]4[CH2:26][CH2:25][C:20]5(OCC[O:21]5)[CH2:19][CH:18]=4)=[CH:16][C:9]=23)[CH:7]=1.FC(F)(F)C(O)=O. (2) Given the product [CH:24]1([C:20]2[CH:19]=[C:18]([NH:17][C:7]3[C:8]4[CH2:9][N:10]([C:14](=[O:16])[CH3:15])[CH2:11][CH2:12][C:13]=4[N:5]([CH2:4][CH:1]4[CH2:2][CH2:3]4)[N:6]=3)[CH:23]=[CH:22][CH:21]=2)[CH2:25][CH2:26][CH2:27][CH2:28][CH2:29]1, predict the reactants needed to synthesize it. The reactants are: [CH:1]1([CH2:4][N:5]2[C:13]3[CH2:12][CH2:11][N:10]([C:14](=[O:16])[CH3:15])[CH2:9][C:8]=3[C:7]([NH:17][C:18]3[CH:19]=[C:20]([C:24]4[CH2:25][CH2:26][CH2:27][CH2:28][CH:29]=4)[CH:21]=[CH:22][CH:23]=3)=[N:6]2)[CH2:3][CH2:2]1. (3) Given the product [CH:1]1([CH2:4][O:5][C:6]2[N:11]=[C:10]([C:12]([N:24]3[CH2:25][CH2:26][C:22]([O:27][C:28](=[O:30])[CH3:29])([CH3:21])[CH2:23]3)=[O:14])[CH:9]=[N:8][C:7]=2[N:15]2[CH2:18][C:17]([F:20])([F:19])[CH2:16]2)[CH2:2][CH2:3]1, predict the reactants needed to synthesize it. The reactants are: [CH:1]1([CH2:4][O:5][C:6]2[N:11]=[C:10]([C:12]([OH:14])=O)[CH:9]=[N:8][C:7]=2[N:15]2[CH2:18][C:17]([F:20])([F:19])[CH2:16]2)[CH2:3][CH2:2]1.[CH3:21][C:22]1([O:27][C:28](=[O:30])[CH3:29])[CH2:26][CH2:25][NH:24][CH2:23]1. (4) Given the product [CH2:32]([C:34]1[CH:48]=[CH:47][C:37]([O:38][C:39]2[CH:46]=[CH:45][C:42]([CH2:43][NH:44][C:4](=[O:6])[C:3]3[CH:7]=[CH:8][CH:9]=[N:10][C:2]=3[NH2:1])=[CH:41][CH:40]=2)=[CH:36][CH:35]=1)[CH3:33], predict the reactants needed to synthesize it. The reactants are: [NH2:1][C:2]1[N:10]=[CH:9][CH:8]=[CH:7][C:3]=1[C:4]([OH:6])=O.ON1C2C=CC=CC=2N=N1.CCN=C=NCCCN(C)C.[CH2:32]([C:34]1[CH:48]=[CH:47][C:37]([O:38][C:39]2[CH:46]=[CH:45][C:42]([CH2:43][NH2:44])=[CH:41][CH:40]=2)=[CH:36][CH:35]=1)[CH3:33].C(=O)(O)[O-].[Na+]. (5) Given the product [CH3:20][N:16]1[N:15]=[C:14]([CH:11]2[CH2:10][CH2:9][N:8]([C:5]3[CH:4]=[CH:3][C:2](/[N:1]=[CH:29]/[C:27]4[O:28][C:24]([N+:21]([O-:23])=[O:22])=[CH:25][CH:26]=4)=[CH:7][CH:6]=3)[CH2:13][CH2:12]2)[O:18][C:17]1=[O:19], predict the reactants needed to synthesize it. The reactants are: [NH2:1][C:2]1[CH:7]=[CH:6][C:5]([N:8]2[CH2:13][CH2:12][CH:11]([C:14]3[O:18][C:17](=[O:19])[N:16]([CH3:20])[N:15]=3)[CH2:10][CH2:9]2)=[CH:4][CH:3]=1.[N+:21]([C:24]1[O:28][C:27]([CH:29]=O)=[CH:26][CH:25]=1)([O-:23])=[O:22]. (6) Given the product [OH:11][NH:10][C:1](=[NH:8])[C:2]1[CH:7]=[CH:6][CH:5]=[CH:4][CH:3]=1, predict the reactants needed to synthesize it. The reactants are: [C:1](#[N:8])[C:2]1[CH:7]=[CH:6][CH:5]=[CH:4][CH:3]=1.Cl.[NH2:10][OH:11].C([O-])([O-])=O.[K+].[K+].O. (7) The reactants are: [S:1]1[CH:5]=[CH:4][N:3]=[C:2]1[NH2:6].C([Mg]Cl)(C)C.[CH:12]([C:15]1[CH:19]=[C:18]([NH:20][C:21]2[C:22]3[CH2:38][CH2:37][C:36]([CH3:40])([CH3:39])[C:23]=3[N:24]=[C:25]([N:27]3[CH2:31][CH2:30][CH2:29][CH:28]3[C:32](OC)=[O:33])[N:26]=2)[NH:17][N:16]=1)([CH3:14])[CH3:13]. Given the product [CH:12]([C:15]1[CH:19]=[C:18]([NH:20][C:21]2[C:22]3[CH2:38][CH2:37][C:36]([CH3:40])([CH3:39])[C:23]=3[N:24]=[C:25]([N:27]3[CH2:31][CH2:30][CH2:29][CH:28]3[C:32]([NH:6][C:2]3[S:1][CH:5]=[CH:4][N:3]=3)=[O:33])[N:26]=2)[NH:17][N:16]=1)([CH3:14])[CH3:13], predict the reactants needed to synthesize it. (8) Given the product [CH2:54]([C:39]1[C:38]2[C:42](=[CH:43][CH:44]=[CH:45][C:37]=2[NH:36][C:34]([C:31]2[N:28]3[CH:29]=[CH:30][C:25]([O:18][CH2:17][CH2:16][N:13]4[CH2:12][CH2:11][N:10]([CH:7]([CH3:9])[CH3:8])[CH2:15][CH2:14]4)=[CH:26][C:27]3=[N:33][CH:32]=2)=[O:35])[N:41]([CH2:46][C:47]2[CH:52]=[CH:51][CH:50]=[C:49]([CH3:53])[N:48]=2)[N:40]=1)[CH3:55], predict the reactants needed to synthesize it. The reactants are: CC(C)([O-])C.[K+].[CH:7]([N:10]1[CH2:15][CH2:14][N:13]([CH2:16][CH2:17][OH:18])[CH2:12][CH2:11]1)([CH3:9])[CH3:8].C(O)(C)(C)C.F[C:25]1[CH:30]=[CH:29][N:28]2[C:31]([C:34]([NH:36][C:37]3[CH:45]=[CH:44][CH:43]=[C:42]4[C:38]=3[C:39]([CH2:54][CH3:55])=[N:40][N:41]4[CH2:46][C:47]3[CH:52]=[CH:51][CH:50]=[C:49]([CH3:53])[N:48]=3)=[O:35])=[CH:32][N:33]=[C:27]2[CH:26]=1. (9) Given the product [O:1]=[CH:2][CH:3]=[C:4]1[O:10][CH:9]2[N:6]([C:7](=[O:11])[CH2:8]2)[CH:5]1[C:12]([O-:14])=[O:13].[Na+:27], predict the reactants needed to synthesize it. The reactants are: [O:1]=[CH:2][CH:3]=[C:4]1[O:10][CH:9]2[N:6]([C:7](=[O:11])[CH2:8]2)[CH:5]1[C:12]([O:14]CC1C=CC=CC=1)=[O:13].P([O-])([O-])([O-])=O.[Na+:27].[Na+].[Na+]. (10) The reactants are: [C:1]([O:5][C:6]([N:8]1[CH2:13][CH2:12][CH:11]([C:14]2[CH:19]=[CH:18][C:17]([C:20](O)=[O:21])=[CH:16][CH:15]=2)[CH2:10][CH2:9]1)=[O:7])([CH3:4])([CH3:3])[CH3:2].ClC(N(C)C)=C(C)C.C[Si]([N-][Si](C)(C)C)(C)C.[Li+].[NH2:41][C:42]1[N:47]=[CH:46][CH:45]=[CH:44][N:43]=1. Given the product [C:1]([O:5][C:6]([N:8]1[CH2:9][CH2:10][CH:11]([C:14]2[CH:15]=[CH:16][C:17]([C:20](=[O:21])[NH:41][C:42]3[N:47]=[CH:46][CH:45]=[CH:44][N:43]=3)=[CH:18][CH:19]=2)[CH2:12][CH2:13]1)=[O:7])([CH3:3])([CH3:2])[CH3:4], predict the reactants needed to synthesize it.